Dataset: NCI-60 drug combinations with 297,098 pairs across 59 cell lines. Task: Regression. Given two drug SMILES strings and cell line genomic features, predict the synergy score measuring deviation from expected non-interaction effect. (1) Drug 1: CCN(CC)CCCC(C)NC1=C2C=C(C=CC2=NC3=C1C=CC(=C3)Cl)OC. Cell line: SK-OV-3. Synergy scores: CSS=23.9, Synergy_ZIP=-4.23, Synergy_Bliss=4.18, Synergy_Loewe=-9.39, Synergy_HSA=2.74. Drug 2: C1CNP(=O)(OC1)N(CCCl)CCCl. (2) Cell line: MCF7. Drug 1: CN1C(=O)N2C=NC(=C2N=N1)C(=O)N. Drug 2: C1CN(CCN1C(=O)CCBr)C(=O)CCBr. Synergy scores: CSS=13.2, Synergy_ZIP=-4.53, Synergy_Bliss=-2.33, Synergy_Loewe=-4.88, Synergy_HSA=-1.22. (3) Drug 1: CC1C(C(=O)NC(C(=O)N2CCCC2C(=O)N(CC(=O)N(C(C(=O)O1)C(C)C)C)C)C(C)C)NC(=O)C3=C4C(=C(C=C3)C)OC5=C(C(=O)C(=C(C5=N4)C(=O)NC6C(OC(=O)C(N(C(=O)CN(C(=O)C7CCCN7C(=O)C(NC6=O)C(C)C)C)C)C(C)C)C)N)C. Drug 2: CCC1(C2=C(COC1=O)C(=O)N3CC4=CC5=C(C=CC(=C5CN(C)C)O)N=C4C3=C2)O.Cl. Cell line: A549. Synergy scores: CSS=42.7, Synergy_ZIP=-0.479, Synergy_Bliss=-0.209, Synergy_Loewe=-0.155, Synergy_HSA=2.51.